This data is from Full USPTO retrosynthesis dataset with 1.9M reactions from patents (1976-2016). The task is: Predict the reactants needed to synthesize the given product. (1) Given the product [CH:1]([C:9]1[C:17]2[C:12](=[CH:13][C:14]([O:18][C:19]3[CH:20]=[C:21]([NH:25][C:32]([C:30]4[S:31][C:27]([CH3:26])=[CH:28][N:29]=4)=[O:33])[CH:22]=[CH:23][CH:24]=3)=[CH:15][CH:16]=2)[NH:11][N:10]=1)=[CH:2][C:3]1[CH:4]=[CH:5][CH:6]=[CH:7][CH:8]=1, predict the reactants needed to synthesize it. The reactants are: [CH:1]([C:9]1[C:17]2[CH2:16][CH2:15][C:14]([O:18][C:19]3[CH:20]=[C:21]([NH2:25])[CH:22]=[CH:23][CH:24]=3)=[CH:13][C:12]=2[NH:11][N:10]=1)=[CH:2][C:3]1[CH:8]=[CH:7][CH:6]=[CH:5][CH:4]=1.[CH3:26][C:27]1[S:31][C:30]([C:32](O)=[O:33])=[N:29][CH:28]=1.CN(C(ON1N=NC2C=CC=NC1=2)=[N+](C)C)C.F[P-](F)(F)(F)(F)F.C(C1C(=O)C(Cl)=C(Cl)C(=O)C=1C#N)#N. (2) Given the product [CH2:1]([S:3]([C:6]1[CH:7]=[C:8]([C:12]2[CH:20]=[CH:19][C:18]([O:21][CH2:43][CH2:44][O:47][CH3:48])=[C:17]3[C:13]=2[C:14]2[CH:25]=[C:24]([CH3:26])[CH:23]=[N:22][C:15]=2[NH:16]3)[CH:9]=[CH:10][CH:11]=1)(=[O:5])=[O:4])[CH3:2], predict the reactants needed to synthesize it. The reactants are: [CH2:1]([S:3]([C:6]1[CH:7]=[C:8]([C:12]2[CH:20]=[CH:19][C:18]([OH:21])=[C:17]3[C:13]=2[C:14]2[CH:25]=[C:24]([CH3:26])[CH:23]=[N:22][C:15]=2[NH:16]3)[CH:9]=[CH:10][CH:11]=1)(=[O:5])=[O:4])[CH3:2].C(S(C1C=C(C2C=C[C:44]([O:47][CH2:48]CCN(C)C)=[C:43]3C=2C2C=C(C)C=NC=2N3)C=CC=1)(=O)=O)C.BrCCOC.